Dataset: Full USPTO retrosynthesis dataset with 1.9M reactions from patents (1976-2016). Task: Predict the reactants needed to synthesize the given product. (1) The reactants are: [CH:1]1([CH2:4][O:5][C:6]2[CH:11]=[CH:10][C:9]([CH2:12][CH3:13])=[CH:8][C:7]=2[C:14]2[C:15]3[N:22]([CH2:23][O:24][CH2:25][CH2:26][Si:27]([CH3:30])([CH3:29])[CH3:28])[C:21]([CH3:31])=[C:20]([C:32]([OH:34])=O)[C:16]=3[N:17]=[CH:18][N:19]=2)[CH2:3][CH2:2]1.[NH2:35][C@@H:36]1[CH2:41][CH2:40][C@H:39]([NH:42][C:43](=[O:49])[O:44][C:45]([CH3:48])([CH3:47])[CH3:46])[CH2:38][CH2:37]1. Given the product [CH:1]1([CH2:4][O:5][C:6]2[CH:11]=[CH:10][C:9]([CH2:12][CH3:13])=[CH:8][C:7]=2[C:14]2[C:15]3[N:22]([CH2:23][O:24][CH2:25][CH2:26][Si:27]([CH3:29])([CH3:30])[CH3:28])[C:21]([CH3:31])=[C:20]([C:32]([NH:35][C@@H:36]4[CH2:41][CH2:40][C@H:39]([NH:42][C:43](=[O:49])[O:44][C:45]([CH3:47])([CH3:46])[CH3:48])[CH2:38][CH2:37]4)=[O:34])[C:16]=3[N:17]=[CH:18][N:19]=2)[CH2:3][CH2:2]1, predict the reactants needed to synthesize it. (2) Given the product [CH2:11]([N:7]1[C:8]2[C:4](=[CH:3][C:2]([NH:1][S:24]([C:20]3[CH:21]=[CH:22][CH:23]=[C:18]([C:17]([F:16])([F:28])[F:29])[CH:19]=3)(=[O:26])=[O:25])=[CH:10][CH:9]=2)[C:5](=[O:15])[NH:6]1)[CH:12]([CH3:13])[CH3:14], predict the reactants needed to synthesize it. The reactants are: [NH2:1][C:2]1[CH:3]=[C:4]2[C:8](=[CH:9][CH:10]=1)[N:7]([CH2:11][CH:12]([CH3:14])[CH3:13])[NH:6][C:5]2=[O:15].[F:16][C:17]([F:29])([F:28])[C:18]1[CH:19]=[C:20]([S:24](Cl)(=[O:26])=[O:25])[CH:21]=[CH:22][CH:23]=1. (3) Given the product [CH3:31][C:10]1([CH3:32])[CH2:9][C:8]2[C:13](=[CH:14][CH:15]=[C:6]([C:4]([OH:5])=[O:3])[CH:7]=2)[NH:12][CH:11]1[C:16]1[CH:21]=[CH:20][CH:19]=[C:18]([NH:22][C:23]([N:25]2[CH2:30][CH2:29][CH2:28][CH2:27][CH2:26]2)=[O:24])[CH:17]=1, predict the reactants needed to synthesize it. The reactants are: C([O:3][C:4]([C:6]1[CH:7]=[C:8]2[C:13](=[CH:14][CH:15]=1)[NH:12][CH:11]([C:16]1[CH:21]=[CH:20][CH:19]=[C:18]([NH:22][C:23]([N:25]3[CH2:30][CH2:29][CH2:28][CH2:27][CH2:26]3)=[O:24])[CH:17]=1)[C:10]([CH3:32])([CH3:31])[CH2:9]2)=[O:5])C.Cl. (4) Given the product [C:5]([C:9]1[CH:10]=[C:11]([CH:23]=[CH:24][CH:25]=1)[O:12][C:13]1[N:14]=[CH:15][C:16]([NH2:20])=[CH:17][C:18]=1[CH3:19])([CH3:8])([CH3:6])[CH3:7], predict the reactants needed to synthesize it. The reactants are: C(O)C.Cl.[C:5]([C:9]1[CH:10]=[C:11]([CH:23]=[CH:24][CH:25]=1)[O:12][C:13]1[C:18]([CH3:19])=[CH:17][C:16]([N+:20]([O-])=O)=[CH:15][N:14]=1)([CH3:8])([CH3:7])[CH3:6].